This data is from Catalyst prediction with 721,799 reactions and 888 catalyst types from USPTO. The task is: Predict which catalyst facilitates the given reaction. (1) Reactant: [Cl:1][C:2]1[N:7]=[C:6]2[NH:8][CH:9]=[CH:10][C:5]2=[CH:4][C:3]=1[F:11].[C:12](=O)([O-])[O-].[K+].[K+].CI. Product: [Cl:1][C:2]1[N:7]=[C:6]2[N:8]([CH3:12])[CH:9]=[CH:10][C:5]2=[CH:4][C:3]=1[F:11]. The catalyst class is: 3. (2) Reactant: [NH:1]1[C:5]2=[N:6][CH:7]=[CH:8][CH:9]=[C:4]2[CH:3]=[CH:2]1.C1C=C(Cl)C=C(C(OO)=[O:18])C=1. Product: [NH:1]1[C:5]2=[N+:6]([O-:18])[CH:7]=[CH:8][CH:9]=[C:4]2[CH:3]=[CH:2]1. The catalyst class is: 216. (3) The catalyst class is: 3. Reactant: [C:1]([O:5][C:6](=[O:33])[C:7]1[CH:12]=[CH:11][C:10]([CH2:13][CH2:14][CH2:15][CH2:16][CH2:17][CH2:18][CH2:19][CH2:20][CH2:21][CH2:22][C:23]([O:25]N2C(=O)CCC2=O)=O)=[CH:9][CH:8]=1)([CH3:4])([CH3:3])[CH3:2].[NH2:34][CH2:35][CH2:36][CH2:37][C:38]([OH:40])=[O:39]. Product: [C:1]([O:5][C:6](=[O:33])[C:7]1[CH:8]=[CH:9][C:10]([CH2:13][CH2:14][CH2:15][CH2:16][CH2:17][CH2:18][CH2:19][CH2:20][CH2:21][CH2:22][C:23](=[O:25])[NH:34][CH2:35][CH2:36][CH2:37][C:38]([OH:40])=[O:39])=[CH:11][CH:12]=1)([CH3:2])([CH3:3])[CH3:4]. (4) Reactant: [S:1]1[CH:5]=[CH:4][CH:3]=[C:2]1[S:6](Cl)(=[O:8])=[O:7].[NH2:10][C:11]1[CH:12]=[C:13]([CH:23]=[CH:24][C:25]=1[O:26][CH3:27])[C:14]([NH:16][C:17]1[CH:22]=[CH:21][CH:20]=[CH:19][CH:18]=1)=[O:15]. Product: [S:1]1[CH:5]=[CH:4][CH:3]=[C:2]1[S:6]([NH:10][C:11]1[CH:12]=[C:13]([CH:23]=[CH:24][C:25]=1[O:26][CH3:27])[C:14]([NH:16][C:17]1[CH:22]=[CH:21][CH:20]=[CH:19][CH:18]=1)=[O:15])(=[O:8])=[O:7]. The catalyst class is: 17. (5) Reactant: Cl.N[N:3]=[CH:4][C:5]1[CH:10]=[CH:9][C:8]([C:11]2[CH2:15][C:14]3([CH2:20][CH2:19][N:18]([CH2:21]C(OCC)=O)[CH2:17][CH2:16]3)[O:13][N:12]=2)=[CH:7][CH:6]=1.C(=O)([O-])[O-].[K+].[K+].BrC[CH2:35][CH2:36][CH2:37][C:38]([O:40][CH2:41][CH3:42])=[O:39].[I-].[K+]. Product: [C:4]([C:5]1[CH:10]=[CH:9][C:8]([C:11]2[CH2:15][C:14]3([CH2:16][CH2:17][N:18]([CH2:21][CH2:35][CH2:36][CH2:37][C:38]([O:40][CH2:41][CH3:42])=[O:39])[CH2:19][CH2:20]3)[O:13][N:12]=2)=[CH:7][CH:6]=1)#[N:3]. The catalyst class is: 40. (6) Reactant: Br[C:2]1[C:3]2[N:4]([C:9]([C:13]3[CH:18]=[CH:17][C:16]([O:19][CH3:20])=[CH:15][C:14]=3[CH3:21])=[C:10]([CH3:12])[CH:11]=2)[N:5]=[C:6]([CH3:8])[CH:7]=1.[C@@H:22]([NH2:26])([CH2:24][CH3:25])[CH3:23].CC1(C)C2C(=C(P(C3C=CC=CC=3)C3C=CC=CC=3)C=CC=2)OC2C(P(C3C=CC=CC=3)C3C=CC=CC=3)=CC=CC1=2.C([O-])([O-])=O.[Cs+].[Cs+]. Product: [CH3:20][O:19][C:16]1[CH:17]=[CH:18][C:13]([C:9]2[N:4]3[N:5]=[C:6]([CH3:8])[CH:7]=[C:2]([NH:26][C@@H:22]([CH3:23])[CH2:24][CH3:25])[C:3]3=[CH:11][C:10]=2[CH3:12])=[C:14]([CH3:21])[CH:15]=1. The catalyst class is: 62.